The task is: Predict which catalyst facilitates the given reaction.. This data is from Catalyst prediction with 721,799 reactions and 888 catalyst types from USPTO. Reactant: [NH2:1][C:2]1[C:9]([F:10])=[CH:8][C:5]([C:6]#[N:7])=[C:4]([F:11])[CH:3]=1.CO.[O:14](C(OC(C)(C)C)=O)[C:15]([O:17][C:18]([CH3:21])([CH3:20])[CH3:19])=O. Product: [C:18]([O:17][C:15](=[O:14])[NH:7][CH2:6][C:5]1[CH:8]=[C:9]([F:10])[C:2]([NH2:1])=[CH:3][C:4]=1[F:11])([CH3:21])([CH3:20])[CH3:19]. The catalyst class is: 7.